This data is from Full USPTO retrosynthesis dataset with 1.9M reactions from patents (1976-2016). The task is: Predict the reactants needed to synthesize the given product. (1) Given the product [CH3:35][NH:34][C:29]1[CH:28]=[C:27]([C:14]2[C:15]3[C:20](=[CH:19][CH:18]=[CH:17][CH:16]=3)[N:12]([S:9]([C:6]3[CH:7]=[CH:8][C:3]([C:2]([F:25])([F:24])[F:1])=[CH:4][CH:5]=3)(=[O:11])=[O:10])[CH:13]=2)[N:32]=[C:31]([NH2:33])[N:30]=1, predict the reactants needed to synthesize it. The reactants are: [F:1][C:2]([F:25])([F:24])[C:3]1[CH:8]=[CH:7][C:6]([S:9]([N:12]2[C:20]3[C:15](=[CH:16][CH:17]=[CH:18][CH:19]=3)[C:14](B(O)O)=[CH:13]2)(=[O:11])=[O:10])=[CH:5][CH:4]=1.Cl[C:27]1[N:32]=[C:31]([NH2:33])[N:30]=[C:29]([NH:34][CH3:35])[CH:28]=1. (2) Given the product [NH2:17][C:7]1[C:8]([F:16])=[C:9]([CH:11]2[CH2:15][CH2:14][CH2:13][O:12]2)[N:10]=[C:5]([CH:4]=[O:3])[CH:6]=1, predict the reactants needed to synthesize it. The reactants are: C([O:3][CH:4](OCC)[C:5]1[N:10]=[C:9]([CH:11]2[CH2:15][CH2:14][CH2:13][O:12]2)[C:8]([F:16])=[C:7]([NH:17]C(C2C=CC=CC=2)(C2C=CC=CC=2)C2C=CC=CC=2)[CH:6]=1)C.OS(O)(=O)=O.CC#N. (3) Given the product [CH:19]1([C:22]2[CH:31]=[CH:30][C:25]([C:26]([NH:7][C:6]3[CH:8]=[C:2]([F:1])[CH:3]=[C:4]([B:10]4[O:14][C:13]([CH3:16])([CH3:15])[C:12]([CH3:18])([CH3:17])[O:11]4)[C:5]=3[CH3:9])=[O:27])=[C:24]([F:32])[CH:23]=2)[CH2:20][CH2:21]1, predict the reactants needed to synthesize it. The reactants are: [F:1][C:2]1[CH:3]=[C:4]([B:10]2[O:14][C:13]([CH3:16])([CH3:15])[C:12]([CH3:18])([CH3:17])[O:11]2)[C:5]([CH3:9])=[C:6]([CH:8]=1)[NH2:7].[CH:19]1([C:22]2[CH:31]=[CH:30][C:25]([C:26](OC)=[O:27])=[C:24]([F:32])[CH:23]=2)[CH2:21][CH2:20]1.C[Si]([N-][Si](C)(C)C)(C)C.[Na+]. (4) Given the product [CH3:1][C:2]1[C:9]([F:10])=[C:8]([F:11])[C:5]([CH2:6][O:7][C:24]([C@H:23]2[C:22]([CH3:28])([CH3:27])[C@H:21]2/[CH:20]=[C:15](\[Cl:14])/[C:16]([F:19])([F:18])[F:17])=[O:25])=[C:4]([F:12])[C:3]=1[F:13], predict the reactants needed to synthesize it. The reactants are: [CH3:1][C:2]1[C:9]([F:10])=[C:8]([F:11])[C:5]([CH2:6][OH:7])=[C:4]([F:12])[C:3]=1[F:13].[Cl:14]/[C:15](=[CH:20]\[C@@H:21]1[C@H:23]([C:24](Cl)=[O:25])[C:22]1([CH3:28])[CH3:27])/[C:16]([F:19])([F:18])[F:17].